This data is from Forward reaction prediction with 1.9M reactions from USPTO patents (1976-2016). The task is: Predict the product of the given reaction. (1) Given the reactants C(OC/C=[C:7](/[CH2:9][CH2:10]/[CH:11]=[C:12](/[CH2:14][CH2:15][CH:16]=[C:17]([CH3:19])C)\C)\C)(=O)C, predict the reaction product. The product is: [CH2:7]1[C@H:9]2[C@@H:15]([CH2:14][CH2:12][CH2:11][CH2:10]2)[CH2:16][CH2:17][CH2:19]1. (2) Given the reactants [OH:1][CH2:2][C:3]([NH:22]C(=O)C)([CH2:20][OH:21])[CH2:4][CH2:5][C:6]1[CH:11]=[CH:10][C:9]([CH2:12][CH2:13][CH2:14][CH2:15][CH2:16][CH2:17][CH2:18][CH3:19])=[CH:8][CH:7]=1.[ClH:26], predict the reaction product. The product is: [CH3:19][CH2:18][CH2:17][CH2:16][CH2:15][CH2:14][CH2:13][CH2:12][C:9]1[CH:10]=[CH:11][C:6]([CH2:5][CH2:4][C:3]([NH2:22])([CH2:2][OH:1])[CH2:20][OH:21])=[CH:7][CH:8]=1.[ClH:26]. (3) Given the reactants [CH3:1][C@H:2]1[C@@:6]([CH3:8])([OH:7])[CH2:5][CH2:4][NH:3]1.F[C:10]1[CH:17]=[CH:16][C:13]([C:14]#[N:15])=[CH:12][C:11]=1[C:18]([F:21])([F:20])[F:19].C(=O)([O-])[O-].[Li+].[Li+], predict the reaction product. The product is: [OH:7][C@@:6]1([CH3:8])[CH2:5][CH2:4][N:3]([C:10]2[CH:17]=[CH:16][C:13]([C:14]#[N:15])=[CH:12][C:11]=2[C:18]([F:19])([F:21])[F:20])[C@H:2]1[CH3:1]. (4) Given the reactants Cl[C:2]1[N:3]=[C:4]([NH:18][CH3:19])[C:5]2[N:6]=[C:7]([NH:14][CH2:15][CH2:16][CH3:17])[N:8]=[C:9]([NH:12][CH3:13])[C:10]=2[N:11]=1.[OH:20][CH2:21][CH2:22][NH:23][CH3:24].C([O-])(O)=O.[Na+], predict the reaction product. The product is: [CH3:19][NH:18][C:4]1[C:5]2[N:6]=[C:7]([NH:14][CH2:15][CH2:16][CH3:17])[N:8]=[C:9]([NH:12][CH3:13])[C:10]=2[N:11]=[C:2]([N:23]([CH3:24])[CH2:22][CH2:21][OH:20])[N:3]=1. (5) Given the reactants [F:1][C:2]1[CH:7]=[CH:6][C:5]([C:8]2[C:12]([CH:13]=O)=[C:11]([CH3:15])[O:10][N:9]=2)=[CH:4][CH:3]=1.Cl.[CH3:17][O:18][C:19]([C:21]1[N:22]([CH3:27])[N:23]=[C:24]([NH2:26])[CH:25]=1)=[O:20].C(=O)([O-])[O-].[K+].[K+].[BH4-].[Na+], predict the reaction product. The product is: [CH3:17][O:18][C:19]([C:21]1[N:22]([CH3:27])[N:23]=[C:24]([NH:26][CH2:13][C:12]2[C:8]([C:5]3[CH:6]=[CH:7][C:2]([F:1])=[CH:3][CH:4]=3)=[N:9][O:10][C:11]=2[CH3:15])[CH:25]=1)=[O:20]. (6) Given the reactants C1C=C(Cl)C=C(C(OO)=[O:9])C=1.[C:12]([O:16][C:17](=[O:43])[NH:18][CH:19]1[CH2:24][CH2:23][CH:22]([NH:25][C:26]2[N:31]=[C:30]3[NH:32][N:33]=[C:34]([C:35]4[CH:40]=[CH:39][N:38]=[C:37]([S:41][CH3:42])[N:36]=4)[C:29]3=[CH:28][N:27]=2)[CH2:21][CH2:20]1)([CH3:15])([CH3:14])[CH3:13], predict the reaction product. The product is: [C:12]([O:16][C:17](=[O:43])[NH:18][CH:19]1[CH2:24][CH2:23][CH:22]([NH:25][C:26]2[N:31]=[C:30]3[NH:32][N:33]=[C:34]([C:35]4[CH:40]=[CH:39][N:38]=[C:37]([S:41]([CH3:42])=[O:9])[N:36]=4)[C:29]3=[CH:28][N:27]=2)[CH2:21][CH2:20]1)([CH3:15])([CH3:14])[CH3:13]. (7) Given the reactants [NH:1]1[C:9]2[C:4](=[CH:5][CH:6]=[CH:7][CH:8]=2)[C:3]([C:10]2[N:11]=[N:12][N:13]([C:15]3[CH:23]=[CH:22][C:18]([C:19]([OH:21])=O)=[CH:17][CH:16]=3)[CH:14]=2)=[N:2]1.[NH2:24][CH:25]1[CH2:29][CH2:28][N:27]([CH3:30])[C:26]1=[O:31], predict the reaction product. The product is: [NH:1]1[C:9]2[C:4](=[CH:5][CH:6]=[CH:7][CH:8]=2)[C:3]([C:10]2[N:11]=[N:12][N:13]([C:15]3[CH:16]=[CH:17][C:18]([C:19]([NH:24][CH:25]4[CH2:29][CH2:28][N:27]([CH3:30])[C:26]4=[O:31])=[O:21])=[CH:22][CH:23]=3)[CH:14]=2)=[N:2]1.